This data is from Full USPTO retrosynthesis dataset with 1.9M reactions from patents (1976-2016). The task is: Predict the reactants needed to synthesize the given product. (1) Given the product [CH2:26]([O:25][C:23]([CH2:22][CH2:21][CH2:20][CH2:19][CH2:18][S:17][C:9]1[N:8]([CH2:7][C:6]([OH:28])=[O:5])[C:12]2[CH:13]=[CH:14][CH:15]=[CH:16][C:11]=2[N:10]=1)=[O:24])[CH3:27], predict the reactants needed to synthesize it. The reactants are: C([O:5][C:6](=[O:28])[CH2:7][N:8]1[C:12]2[CH:13]=[CH:14][CH:15]=[CH:16][C:11]=2[N:10]=[C:9]1[S:17][CH2:18][CH2:19][CH2:20][CH2:21][CH2:22][C:23]([O:25][CH2:26][CH3:27])=[O:24])(C)(C)C. (2) The reactants are: [Br:1][C:2]1[C:3]([OH:17])=[C:4]([C:13]([O:15][CH3:16])=[O:14])[S:5][C:6]=1[C:7]1[N:11]([CH3:12])[N:10]=[CH:9][CH:8]=1.CO.[CH:20]1C=CC(P(C2C=CC=CC=2)C2C=CC=CC=2)=CC=1.CCOC(/N=N/C(OCC)=O)=O. Given the product [Br:1][C:2]1[C:3]([O:17][CH3:20])=[C:4]([C:13]([O:15][CH3:16])=[O:14])[S:5][C:6]=1[C:7]1[N:11]([CH3:12])[N:10]=[CH:9][CH:8]=1, predict the reactants needed to synthesize it. (3) Given the product [Br:8][C:9]1[N:14]=[CH:13][C:12]([O:1][C@@H:2]2[CH2:6][CH2:5][NH:4][C:3]2=[O:7])=[CH:11][CH:10]=1, predict the reactants needed to synthesize it. The reactants are: [OH:1][C@H:2]1[CH2:6][CH2:5][NH:4][C:3]1=[O:7].[Br:8][C:9]1[N:14]=[CH:13][C:12](O)=[CH:11][CH:10]=1. (4) Given the product [C:74]([C:76]1[CH:77]=[CH:78][C:79]([O:87][CH3:88])=[C:80](/[CH:82]=[CH:83]/[C:84]([NH:27][CH:22]([CH2:21][OH:23])[CH2:71][N:68]2[CH2:65][CH2:9][CH:7]([O:6][C:5]3[CH:2]=[CH:3][C:52]([F:51])=[CH:53][CH:54]=3)[CH2:10][CH2:69]2)=[O:86])[CH:81]=1)#[N:75], predict the reactants needed to synthesize it. The reactants are: N[CH:2]([CH2:5][O:6][C:7]([CH3:10])([CH3:9])C)[CH2:3]O.C(O[BH-](O[C:21](=[O:23])[CH3:22])OC(=O)C)(=O)C.[Na+].II.[NH:27]1C=CN=C1.C1(P(C2C=CC=CC=2)C2C=CC=CC=2)C=CC=CC=1.[F:51][C:52]1C=CC(OC2CCNCC2)=[CH:54][CH:53]=1.[CH:65]([N:68]([CH:71](C)C)[CH2:69]C)(C)C.[C:74]([C:76]1[CH:77]=[CH:78][C:79]([O:87][CH3:88])=[C:80](/[CH:82]=[CH:83]/[C:84]([OH:86])=O)[CH:81]=1)#[N:75].F[P-](F)(F)(F)(F)F.N1(OC(N(C)C)=[N+](C)C)C2N=CC=CC=2N=N1. (5) Given the product [C:30]([O:34][C:35]([N:37]1[CH2:42][CH2:41][N:40]([C:43](=[O:59])[C:44]2[CH:45]=[CH:46][C:47]([C:2]3[CH:3]=[C:4]4[C:10]([C:11]5[CH:12]=[CH:13][C:14]([C:15](=[O:16])[NH2:17])=[CH:18][CH:19]=5)=[CH:9][NH:8][C:5]4=[N:6][CH:7]=3)=[CH:48][CH:49]=2)[CH2:39][CH2:38]1)=[O:36])([CH3:33])([CH3:31])[CH3:32], predict the reactants needed to synthesize it. The reactants are: Br[C:2]1[CH:3]=[C:4]2[C:10]([C:11]3[CH:19]=[CH:18][C:14]([C:15]([NH2:17])=[O:16])=[CH:13][CH:12]=3)=[CH:9][N:8](S(C3C=CC(C)=CC=3)(=O)=O)[C:5]2=[N:6][CH:7]=1.[C:30]([O:34][C:35]([N:37]1[CH2:42][CH2:41][N:40]([C:43](=[O:59])[C:44]2[CH:49]=[CH:48][C:47](B3OC(C)(C)C(C)(C)O3)=[CH:46][CH:45]=2)[CH2:39][CH2:38]1)=[O:36])([CH3:33])([CH3:32])[CH3:31].C([O-])([O-])=O.[Na+].[Na+]. (6) Given the product [OH:22][CH:21]([CH:20]([CH2:19][O:18][CH2:17][C:16]1[CH:15]=[CH:14][C:13]([O:12][CH3:11])=[CH:27][CH:26]=1)[CH2:23][CH:24]=[CH2:25])[CH2:6][C:4]([O:3][CH2:1][CH3:2])=[O:5], predict the reactants needed to synthesize it. The reactants are: [CH2:1]([O:3][C:4]([O:6][Si](C)(C)C)=[CH2:5])[CH3:2].[CH3:11][O:12][C:13]1[CH:27]=[CH:26][C:16]([CH2:17][O:18][CH2:19][CH:20]([CH2:23][CH:24]=[CH2:25])[CH:21]=[O:22])=[CH:15][CH:14]=1. (7) Given the product [NH2:18][C:14]1[CH:13]=[C:12]([C:10]2[C:9]3[C:4](=[CH:5][C:6]([O:23][CH3:24])=[C:33]([O:32][CH3:29])[CH:34]=3)[N:3]=[C:2]([CH2:25][NH2:26])[N:11]=2)[CH:17]=[CH:16][CH:15]=1, predict the reactants needed to synthesize it. The reactants are: Cl[C:2]1[N:11]=[C:10]([C:12]2[CH:13]=[C:14]([NH:18]C=O)[CH:15]=[CH:16][CH:17]=2)[C:9]2[C:4](=[CH:5][C:6]([O:23][CH3:24])=C(OC)C=2)[N:3]=1.[CH3:25][NH2:26].[Cl-].[Na+].[C:29]([O:32][CH2:33][CH3:34])(=O)C. (8) Given the product [CH2:15]([O:14][C:4]1[C:5]2[O:9][C:8]([CH3:11])([CH3:10])[CH2:7][C:6]=2[C:12]([CH3:13])=[C:2]([N:28]2[CH2:27][CH2:26][N:25]([C:22]3[CH:21]=[CH:20][C:19]([F:18])=[CH:24][CH:23]=3)[CH2:30][CH2:29]2)[C:3]=1[CH3:17])[CH3:16], predict the reactants needed to synthesize it. The reactants are: Br[C:2]1[C:3]([CH3:17])=[C:4]([O:14][CH2:15][CH3:16])[C:5]2[O:9][C:8]([CH3:11])([CH3:10])[CH2:7][C:6]=2[C:12]=1[CH3:13].[F:18][C:19]1[CH:24]=[CH:23][C:22]([N:25]2[CH2:30][CH2:29][NH:28][CH2:27][CH2:26]2)=[CH:21][CH:20]=1. (9) Given the product [Cl:13][C:14]1[C:15]([N+:21]([O-:23])=[O:22])=[C:16]([CH:17]=[CH:18][CH:19]=1)[NH:7][C:6]1[CH:8]=[CH:9][C:10]([O:11][CH3:12])=[C:4]([Cl:3])[CH:5]=1, predict the reactants needed to synthesize it. The reactants are: [H-].[Na+].[Cl:3][C:4]1[CH:5]=[C:6]([CH:8]=[CH:9][C:10]=1[O:11][CH3:12])[NH2:7].[Cl:13][C:14]1[CH:19]=[CH:18][CH:17]=[C:16](Cl)[C:15]=1[N+:21]([O-:23])=[O:22].Cl. (10) Given the product [CH2:30]([O:29][C:22]1[CH:21]=[C:20]([C:18](=[O:19])[CH2:17][CH2:16][C:15]([NH:14][C:4]2[CH:3]=[C:2]([C:72]3[CH:71]=[CH:70][CH:69]=[C:68]([CH2:67][CH2:66][CH2:65][OH:64])[CH:73]=3)[CH:7]=[C:6]([C:8]3[CH:13]=[CH:12][CH:11]=[CH:10][CH:9]=3)[N:5]=2)=[O:32])[CH:25]=[CH:24][C:23]=1[O:26][CH2:27][CH3:28])[CH3:31], predict the reactants needed to synthesize it. The reactants are: Cl[C:2]1[CH:7]=[C:6]([C:8]2[CH:13]=[CH:12][CH:11]=[CH:10][CH:9]=2)[N:5]=[C:4]([NH:14][C:15](=[O:32])[CH2:16][CH2:17][C:18]([C:20]2[CH:25]=[CH:24][C:23]([O:26][CH2:27][CH3:28])=[C:22]([O:29][CH2:30][CH3:31])[CH:21]=2)=[O:19])[CH:3]=1.C1(C2C=CC=CC=2)C=CC=CC=1P(C1CCCCC1)C1CCCCC1.C(=O)([O-])[O-].[K+].[K+].[OH:64][CH2:65][CH2:66][CH2:67][C:68]1[CH:69]=[C:70](B(O)O)[CH:71]=[CH:72][CH:73]=1.